This data is from Catalyst prediction with 721,799 reactions and 888 catalyst types from USPTO. The task is: Predict which catalyst facilitates the given reaction. (1) Reactant: [CH2:1]([C:8]1[S:12][C:11]([NH2:13])=[N:10][C:9]=1[C:14]1[CH:19]=[CH:18][CH:17]=[CH:16][CH:15]=1)[C:2]1[CH:7]=[CH:6][CH:5]=[CH:4][CH:3]=1.[Br:20][C:21]1[CH:22]=[C:23]([C:30](=[O:36])[CH2:31][CH2:32][C:33](O)=[O:34])[CH:24]=[CH:25][C:26]=1[O:27][CH2:28][CH3:29].C1C=CC2N(O)N=NC=2C=1.CCN=C=NCCCN(C)C. Product: [CH2:1]([C:8]1[S:12][C:11]([NH:13][C:33](=[O:34])[CH2:32][CH2:31][C:30]([C:23]2[CH:24]=[CH:25][C:26]([O:27][CH2:28][CH3:29])=[C:21]([Br:20])[CH:22]=2)=[O:36])=[N:10][C:9]=1[C:14]1[CH:19]=[CH:18][CH:17]=[CH:16][CH:15]=1)[C:2]1[CH:3]=[CH:4][CH:5]=[CH:6][CH:7]=1. The catalyst class is: 10. (2) Reactant: CC(C)(C)C[OH:4].[Cl:7][C:8]1[CH:13]=[CH:12][C:11]([Cl:14])=[CH:10][C:9]=1[S:15](Cl)(=[O:17])=[O:16].C(OCC)(=O)C.Cl. Product: [Cl:7][C:8]1[CH:13]=[CH:12][C:11]([Cl:14])=[CH:10][C:9]=1[S:15]([OH:17])(=[O:4])=[O:16]. The catalyst class is: 17.